The task is: Predict the reaction yield, written as a fraction of the theoretical maximum amount of product (1.0 means a 100% yield; for example, 0.34 means a 34% yield).. This data is from Reaction yield outcomes from USPTO patents with 853,638 reactions. (1) The reactants are [CH3:1][O:2][C:3]([C:5]1[CH:6]=[C:7]2[CH:13]=[CH:12][NH:11][C:8]2=[N:9][CH:10]=1)=[O:4].[F:14][C:15]1[C:20](C=O)=[C:19]([F:23])[CH:18]=[CH:17][C:16]=1[NH:24][S:25]([CH2:28][CH2:29][CH3:30])(=[O:27])=[O:26].[OH-:31].[K+].O.[CH3:34]O. No catalyst specified. The product is [CH3:1][O:2][C:3]([C:5]1[CH:6]=[C:7]2[C:13]([C:20]3[C:19]([F:23])=[CH:18][CH:17]=[C:16]([NH:24][S:25]([CH2:28][CH2:29][CH3:30])(=[O:26])=[O:27])[C:15]=3[F:14])=[C:12]([OH:31])[N:11]([CH3:34])[C:8]2=[N:9][CH:10]=1)=[O:4]. The yield is 0.280. (2) The yield is 0.610. The reactants are [Cl:1][C:2]1[CH:35]=[CH:34][C:5]([CH2:6][NH:7][C:8]([C:10]2[S:11](=[O:33])(=[O:32])[N:12]([CH3:31])[C:13]3[CH:20]=[CH:19][C:18]([C:21]#[C:22][CH2:23][O:24]C4CCCCO4)=[CH:17][C:14]=3[C:15]=2[OH:16])=[O:9])=[CH:4][CH:3]=1.CC1C=CC(S(O)(=O)=O)=CC=1.O. The catalyst is CO. The product is [Cl:1][C:2]1[CH:3]=[CH:4][C:5]([CH2:6][NH:7][C:8]([C:10]2[S:11](=[O:33])(=[O:32])[N:12]([CH3:31])[C:13]3[CH:20]=[CH:19][C:18]([C:21]#[C:22][CH2:23][OH:24])=[CH:17][C:14]=3[C:15]=2[OH:16])=[O:9])=[CH:34][CH:35]=1. (3) The reactants are [N:1]1([CH2:7][CH2:8][CH2:9][O-:10])[CH2:6][CH2:5][CH2:4][CH2:3][CH2:2]1.[Na+].S(O[CH2:17][CH2:18][CH2:19][C:20]1[CH:25]=[CH:24][C:23]([Cl:26])=[CH:22][CH:21]=1)(=O)(=O)C.C1OCCOCCOCCOCCOC1. The catalyst is C1(C)C=CC=CC=1. The product is [Cl:26][C:23]1[CH:24]=[CH:25][C:20]([CH2:19][CH2:18][CH2:17][O:10][CH2:9][CH2:8][CH2:7][N:1]2[CH2:6][CH2:5][CH2:4][CH2:3][CH2:2]2)=[CH:21][CH:22]=1. The yield is 0.750. (4) The reactants are [CH2:1]([N:21]=[N+]=[N-])[CH2:2][CH2:3][CH2:4]/[CH:5]=[CH:6]\[CH2:7]/[CH:8]=[CH:9]\[CH2:10]/[CH:11]=[CH:12]\[CH2:13]/[CH:14]=[CH:15]\[CH2:16][CH2:17][CH2:18][CH2:19][CH3:20].[H-].[H-].[H-].[H-].[Li+].[Al+3].C1COCC1.[F-].[Na+]. The catalyst is CCOCC. The product is [CH2:1]([NH2:21])[CH2:2][CH2:3][CH2:4]/[CH:5]=[CH:6]\[CH2:7]/[CH:8]=[CH:9]\[CH2:10]/[CH:11]=[CH:12]\[CH2:13]/[CH:14]=[CH:15]\[CH2:16][CH2:17][CH2:18][CH2:19][CH3:20]. The yield is 0.640.